Dataset: Catalyst prediction with 721,799 reactions and 888 catalyst types from USPTO. Task: Predict which catalyst facilitates the given reaction. (1) Reactant: [C:1]([N:4]1[C:12]2[C:7](=[CH:8][C:9]([NH:13][C:14](=[O:21])OCC(Cl)(Cl)Cl)=[CH:10][CH:11]=2)[CH2:6][CH2:5]1)(=[O:3])[CH3:2].[C:22]1([C:28]2[N:29]=[C:30]([N:33]3[CH2:38][CH2:37][NH:36][CH2:35][CH2:34]3)[S:31][CH:32]=2)[CH:27]=[CH:26][CH:25]=[CH:24][CH:23]=1.C(N(C(C)C)CC)(C)C.CS(C)=O. Product: [C:1]([N:4]1[C:12]2[C:7](=[CH:8][C:9]([NH:13][C:14]([N:36]3[CH2:37][CH2:38][N:33]([C:30]4[S:31][CH:32]=[C:28]([C:22]5[CH:27]=[CH:26][CH:25]=[CH:24][CH:23]=5)[N:29]=4)[CH2:34][CH2:35]3)=[O:21])=[CH:10][CH:11]=2)[CH2:6][CH2:5]1)(=[O:3])[CH3:2]. The catalyst class is: 6. (2) Reactant: [Cl:1][C:2]1[CH:3]=[C:4]([C@H:9]2[C@H:15]([C@H:16]([OH:19])[CH2:17][OH:18])[O:14][CH2:13][CH2:12][N:11](C(OC(C)(C)C)=O)[CH2:10]2)[CH:5]=[CH:6][C:7]=1[Cl:8].Cl.C(O)C. Product: [ClH:1].[Cl:1][C:2]1[CH:3]=[C:4]([C@H:9]2[C@H:15]([C@H:16]([OH:19])[CH2:17][OH:18])[O:14][CH2:13][CH2:12][NH:11][CH2:10]2)[CH:5]=[CH:6][C:7]=1[Cl:8]. The catalyst class is: 8. (3) Reactant: [NH2:1][C:2]1[N:6]=[C:5]([CH2:7][OH:8])[NH:4][N:3]=1.CCO/[CH:12]=[C:13](/[CH:15]=O)\[CH3:14]. Product: [CH3:15][C:13]1[CH:12]=[N:1][C:2]2[N:3]([N:4]=[C:5]([CH2:7][OH:8])[N:6]=2)[CH:14]=1. The catalyst class is: 15. (4) The catalyst class is: 97. Product: [C:1]([C:4]1[CH:5]=[C:6]([C:20]([OH:22])=[O:21])[C:7]([C:10]2[CH:15]=[CH:14][C:13]([C:16]([F:17])([F:19])[F:18])=[CH:12][CH:11]=2)=[CH:8][CH:9]=1)(=[O:3])[CH3:2]. Reactant: [C:1]([C:4]1[CH:5]=[C:6]([C:20]([O:22]C)=[O:21])[C:7]([C:10]2[CH:15]=[CH:14][C:13]([C:16]([F:19])([F:18])[F:17])=[CH:12][CH:11]=2)=[CH:8][CH:9]=1)(=[O:3])[CH3:2].[OH-].[Na+]. (5) Reactant: [N+:1]([C:4]1[CH:22]=[C:21]([C:23]2[C:28]([C:29]([F:32])([F:31])[F:30])=[CH:27][CH:26]=[CH:25][N:24]=2)[CH:20]=[CH:19][C:5]=1[C:6]([NH:8][C:9]1[CH:14]=[CH:13][C:12]([C:15]([F:18])([F:17])[F:16])=[CH:11][CH:10]=1)=[O:7])([O-])=O.CCOC(C)=O. Product: [NH2:1][C:4]1[CH:22]=[C:21]([C:23]2[C:28]([C:29]([F:32])([F:30])[F:31])=[CH:27][CH:26]=[CH:25][N:24]=2)[CH:20]=[CH:19][C:5]=1[C:6]([NH:8][C:9]1[CH:14]=[CH:13][C:12]([C:15]([F:16])([F:18])[F:17])=[CH:11][CH:10]=1)=[O:7]. The catalyst class is: 50. (6) Reactant: [Br:1][C:2]1[S:6][C:5]([CH2:7][OH:8])=[CH:4][CH:3]=1.[H-].[Na+].[CH3:11]I.Cl. Product: [Br:1][C:2]1[S:6][C:5]([CH2:7][O:8][CH3:11])=[CH:4][CH:3]=1. The catalyst class is: 7.